Dataset: Reaction yield outcomes from USPTO patents with 853,638 reactions. Task: Predict the reaction yield, written as a fraction of the theoretical maximum amount of product (1.0 means a 100% yield; for example, 0.34 means a 34% yield). (1) The reactants are [Cl:1][C:2]1[CH:7]=[CH:6][CH:5]=[C:4]([Cl:8])[C:3]=1[NH:9][C:10]([NH:12][C:13]1[CH:17]=[C:16]([C:18]2[CH:23]=[CH:22][C:21]([O:24][C:25]([F:28])([F:27])[F:26])=[CH:20][CH:19]=2)[S:15][C:14]=1[C:29]([OH:31])=O)=[O:11].CN(C(ON1N=NC2C=CC=NC1=2)=[N+](C)C)C.F[P-](F)(F)(F)(F)F.CCN(C(C)C)C(C)C.Cl.[NH2:66][C@@H:67]([CH:72]1[CH2:77][CH2:76][CH2:75][CH2:74][CH2:73]1)[C:68]([O:70][CH3:71])=[O:69]. The catalyst is CN(C=O)C. The product is [CH:72]1([C@H:67]([NH:66][C:29]([C:14]2[S:15][C:16]([C:18]3[CH:19]=[CH:20][C:21]([O:24][C:25]([F:28])([F:27])[F:26])=[CH:22][CH:23]=3)=[CH:17][C:13]=2[NH:12][C:10]([NH:9][C:3]2[C:4]([Cl:8])=[CH:5][CH:6]=[CH:7][C:2]=2[Cl:1])=[O:11])=[O:31])[C:68]([O:70][CH3:71])=[O:69])[CH2:77][CH2:76][CH2:75][CH2:74][CH2:73]1. The yield is 0.770. (2) The reactants are [Br:1][C:2]1[CH:3]=[N:4][C:5]([N:8]([CH3:29])[CH2:9][CH2:10][C@H:11]2[CH2:16][CH2:15][C@H:14]([C:17]([N:19]3[CH2:25][CH2:24][CH2:23][N:22]([CH2:26][CH2:27][OH:28])[CH2:21][CH2:20]3)=[O:18])[CH2:13][CH2:12]2)=[N:6][CH:7]=1.[CH3:30][CH2:31][CH2:32][CH2:33][N:34]=[C:35]=[O:36]. The catalyst is C(Cl)Cl. The product is [Br:1][C:2]1[CH:3]=[N:4][C:5]([N:8]([CH3:29])[CH2:9][CH2:10][C@H:11]2[CH2:16][CH2:15][C@H:14]([C:17]([N:19]3[CH2:25][CH2:24][CH2:23][N:22]([CH2:26][CH2:27][O:28][C:35](=[O:36])[NH:34][CH2:33][CH2:32][CH2:31][CH3:30])[CH2:21][CH2:20]3)=[O:18])[CH2:13][CH2:12]2)=[N:6][CH:7]=1. The yield is 0.680. (3) The reactants are [N:1]([CH2:4][C@:5]([C:8]1[CH:13]=[CH:12][CH:11]=[CH:10][C:9]=1Br)([OH:7])[CH3:6])=[N+:2]=[N-:3].[B:15](OC(C)C)(OC(C)C)[O:16]C(C)C.[Li]CCCC. The catalyst is C1(C)C=CC=CC=1. The product is [N:1]([CH2:4][C@@:5]1([CH3:6])[O:7][B:15]([OH:16])[C:9]2[CH:10]=[CH:11][CH:12]=[CH:13][C:8]1=2)=[N+:2]=[N-:3]. The yield is 0.300. (4) The reactants are Br.Br[CH2:3][C:4]([C:6]1[CH:11]=[CH:10][N:9]=[CH:8][CH:7]=1)=O.[C:12]([C:15]1[CH:20]=[CH:19][C:18]([NH:21][C:22]([NH2:24])=[S:23])=[CH:17][CH:16]=1)(=[O:14])[CH3:13].N. The catalyst is CCO.O. The product is [N:9]1[CH:10]=[CH:11][C:6]([C:4]2[N:24]=[C:22]([NH:21][C:18]3[CH:19]=[CH:20][C:15]([C:12](=[O:14])[CH3:13])=[CH:16][CH:17]=3)[S:23][CH:3]=2)=[CH:7][CH:8]=1. The yield is 0.640. (5) The reactants are [NH2:1][C:2]1[N:10]=[C:9]2[C:5]([N:6]=[CH:7][N:8]2[C@H:11]2[C@H:16]3[C@H:17]([O:18][CH2:19][C:20]4[CH:25]=[CH:24][CH:23]=[CH:22][CH:21]=4)[C@@:13]([CH2:26][O:27]C(=O)C4C=CC=CC=4)([CH2:14][O:15]3)[O:12]2)=[C:4]([Cl:36])[N:3]=1.[OH-].[Na+].CC(O)=O. The catalyst is O1CCOCC1. The product is [NH2:1][C:2]1[N:10]=[C:9]2[C:5]([N:6]=[CH:7][N:8]2[C@H:11]2[C@H:16]3[C@H:17]([O:18][CH2:19][C:20]4[CH:25]=[CH:24][CH:23]=[CH:22][CH:21]=4)[C@:13]([CH2:26][OH:27])([CH2:14][O:15]3)[O:12]2)=[C:4]([Cl:36])[N:3]=1. The yield is 0.720.